Predict the product of the given reaction. From a dataset of Forward reaction prediction with 1.9M reactions from USPTO patents (1976-2016). (1) Given the reactants [Br:1][C:2]1[CH:20]=[CH:19][C:5]2[C:6]3[N:7]([CH:11]=[C:12]([C:14]4[NH:15][CH:16]=[CH:17][N:18]=4)[N:13]=3)[CH2:8][CH2:9][O:10][C:4]=2[CH:3]=1.Cl[CH2:22][CH2:23][N:24]1[CH2:29][CH2:28][O:27][CH2:26][CH2:25]1, predict the reaction product. The product is: [Br:1][C:2]1[CH:20]=[CH:19][C:5]2[C:6]3[N:7]([CH:11]=[C:12]([C:14]4[N:18]([CH2:22][CH2:23][N:24]5[CH2:29][CH2:28][O:27][CH2:26][CH2:25]5)[CH:17]=[CH:16][N:15]=4)[N:13]=3)[CH2:8][CH2:9][O:10][C:4]=2[CH:3]=1. (2) Given the reactants FC(F)(F)S(O[C:7]1[CH2:11][N:10]([C:12]([O:14][C:15]([CH3:18])([CH3:17])[CH3:16])=[O:13])[C@H:9]([C:19]([O:21][CH3:22])=[O:20])[CH:8]=1)(=O)=O.[CH:25]1(B(O)O)CC1.C([O-])([O-])=O.[Na+].[Na+], predict the reaction product. The product is: [CH3:25][C:7]1[CH2:11][N:10]([C:12]([O:14][C:15]([CH3:18])([CH3:17])[CH3:16])=[O:13])[C@H:9]([C:19]([O:21][CH3:22])=[O:20])[CH:8]=1. (3) Given the reactants [CH2:1]([O:8][C:9]([NH:11][C@H:12]([C:19]1[CH:24]=[CH:23][CH:22]=[C:21]([N+:25]([O-:27])=[O:26])[CH:20]=1)[CH2:13][C:14]([O:16][CH2:17][CH3:18])=[O:15])=[O:10])[C:2]1[CH:7]=[CH:6][CH:5]=[CH:4][CH:3]=1.Cl.N[C@@H](C1C=CC=C([N+]([O-])=O)C=1)CC(OCC)=O.C(OC(ON1C(=O)CCC1=O)=O)C1C=CC=CC=1, predict the reaction product. The product is: [CH2:1]([O:8][C:9]([NH:11][C@@H:12]([C:19]1[CH:24]=[CH:23][CH:22]=[C:21]([N+:25]([O-:27])=[O:26])[CH:20]=1)[CH2:13][C:14]([O:16][CH2:17][CH3:18])=[O:15])=[O:10])[C:2]1[CH:7]=[CH:6][CH:5]=[CH:4][CH:3]=1. (4) Given the reactants Cl[C:2]1N=C2C(N=CN2C2CC(N3C=C(CC)N=N3)C(O)C2O)=C(NCC(C2C=CC=CC=2)C2C=CC=CC=2)[N:3]=1.[F:40][C:41]([F:46])([F:45])[C:42]([OH:44])=[O:43].[C:47]1([CH:53]([C:88]2[CH:93]=[CH:92][CH:91]=[CH:90][CH:89]=2)[CH2:54][NH:55][C:56]2[N:64]=[C:63]([NH:65]CCN3CCCCC3)[N:62]=[C:61]3[C:57]=2[N:58]=[CH:59][N:60]3[C@@H:74]2[CH2:78][C@H:77]([N:79]3[CH:83]=[C:82](CO)[CH:81]=[N:80]3)[C@@H:76]([OH:86])[C@H:75]2[OH:87])[CH:52]=[CH:51][CH:50]=[CH:49][CH:48]=1.[CH2:94]([N:96]1[CH:100]=[C:99]([CH2:101][CH2:102]N)[N:98]=[CH:97]1)[CH3:95], predict the reaction product. The product is: [F:40][C:41]([F:46])([F:45])[C:42]([OH:44])=[O:43].[C:88]1([CH:53]([C:47]2[CH:52]=[CH:51][CH:50]=[CH:49][CH:48]=2)[CH2:54][NH:55][C:56]2[N:64]=[C:63]([NH:65][CH2:102][CH2:101][C:99]3[N:98]=[CH:97][N:96]([CH2:94][CH3:95])[CH:100]=3)[N:62]=[C:61]3[C:57]=2[N:58]=[CH:59][N:60]3[C@@H:74]2[CH2:78][C@H:77]([N:79]3[N:80]=[C:81]([CH2:82][CH3:83])[CH:2]=[N:3]3)[C@@H:76]([OH:86])[C@H:75]2[OH:87])[CH:93]=[CH:92][CH:91]=[CH:90][CH:89]=1. (5) Given the reactants C([NH:8][C@H:9]1[CH2:14][CH2:13][O:12][C@@H:11]([CH2:15][OH:16])[CH2:10]1)C1C=CC=CC=1, predict the reaction product. The product is: [NH2:8][C@H:9]1[CH2:14][CH2:13][O:12][C@@H:11]([CH2:15][OH:16])[CH2:10]1. (6) Given the reactants [CH3:1][C@@H:2]1[CH2:7][CH2:6][CH2:5][CH2:4][C@@H:3]1[N:8]1[C:12]2=[C:13]3[CH:19]=[CH:18][NH:17][C:14]3=[N:15][CH:16]=[C:11]2[NH:10][C:9]1=[O:20].[CH3:21][N+:22]([CH3:24])=[CH2:23].[I-], predict the reaction product. The product is: [CH3:21][N:22]([CH2:24][C:19]1[C:13]2[C:14](=[N:15][CH:16]=[C:11]3[NH:10][C:9](=[O:20])[N:8]([C@H:3]4[CH2:4][CH2:5][CH2:6][CH2:7][C@H:2]4[CH3:1])[C:12]3=2)[NH:17][CH:18]=1)[CH3:23]. (7) Given the reactants [ClH:1].[C:2]1([C:7]2[N:12]=[C:11]3[CH2:13][CH2:14][CH2:15][C:10]3=[C:9]([NH:16][C:17]3[CH:22]=[CH:21][C:20]([CH2:23][C:24]([NH2:26])=[O:25])=[CH:19][CH:18]=3)[CH:8]=2)[CH2:6][CH2:5][CH2:4][CH:3]=1, predict the reaction product. The product is: [ClH:1].[CH:2]1([C:7]2[N:12]=[C:11]3[CH2:13][CH2:14][CH2:15][C:10]3=[C:9]([NH:16][C:17]3[CH:22]=[CH:21][C:20]([CH2:23][C:24]([NH2:26])=[O:25])=[CH:19][CH:18]=3)[CH:8]=2)[CH2:3][CH2:4][CH2:5][CH2:6]1. (8) The product is: [CH2:12]([C:4]1[CH:3]=[C:2]([CH:11]=[CH:10][C:5]=1[C:6]([O:8][CH3:9])=[O:7])[C:23]([OH:22])=[O:59])[CH3:13]. Given the reactants Br[C:2]1[CH:11]=[CH:10][C:5]([C:6]([O:8][CH3:9])=[O:7])=[C:4]([CH2:12][CH3:13])[CH:3]=1.CC1(C)C2C=CC=C(P(C3C=CC=CC=3)C3C=CC=CC=3)[C:23]=2[O:22]C2C1=CC=CC=2P(C1C=CC=CC=1)C1C=CC=CC=1.C1C[O:59]CC1, predict the reaction product. (9) Given the reactants [F:1][C:2]([F:33])([F:32])[CH2:3][NH:4][C:5]([NH:7][C:8]1[CH:9]=[C:10]([N:14]2[C:18]3[CH:19]=[CH:20][C:21]([C:23]4[CH:24]=[C:25]([CH:29]=[CH:30][CH:31]=4)[C:26]([OH:28])=[O:27])=[CH:22][C:17]=3[N:16]=[CH:15]2)[CH:11]=[CH:12][CH:13]=1)=[O:6].[CH:34]1([CH2:37]N)[CH2:36][CH2:35]1.F[P-](F)(F)(F)(F)F.N1(O[P+](N(C)C)(N(C)C)N(C)C)C2C=CC=CC=2N=N1.C(N(CC)C(C)C)(C)C, predict the reaction product. The product is: [F:33][C:2]([F:1])([F:32])[CH2:3][NH:4][C:5]([NH:7][C:8]1[CH:9]=[C:10]([N:14]2[C:18]3[CH:19]=[CH:20][C:21]([C:23]4[CH:24]=[C:25]([CH:29]=[CH:30][CH:31]=4)[C:26]([O:28][CH2:37][CH:34]4[CH2:36][CH2:35]4)=[O:27])=[CH:22][C:17]=3[N:16]=[CH:15]2)[CH:11]=[CH:12][CH:13]=1)=[O:6].